Task: Predict the product of the given reaction.. Dataset: Forward reaction prediction with 1.9M reactions from USPTO patents (1976-2016) (1) Given the reactants Br[C:2]1[CH:7]=[C:6]([Cl:8])[N:5]=[N:4][C:3]=1[NH2:9].[CH3:10][O-:11].[Na+], predict the reaction product. The product is: [Cl:8][C:6]1[N:5]=[N:4][C:3]([NH2:9])=[C:2]([O:11][CH3:10])[CH:7]=1. (2) The product is: [O:1]=[CH:2][C@@H:3]([C@H:5]([C@@H:7]([CH2:9][OH:10])[OH:8])[OH:6])[OH:4].[OH:1][CH2:2][C:3]([C@H:5]([C@@H:7]([CH2:9][OH:10])[OH:8])[OH:6])=[O:4]. Given the reactants [O:1]=[CH:2][C@@H:3]([C@H:5]([C@@H:7]([CH2:9][OH:10])[OH:8])[OH:6])[OH:4], predict the reaction product. (3) The product is: [CH2:1]([C:8]1[S:12][C:11]2[CH:13]=[CH:14][CH:15]=[CH:16][C:10]=2[C:9]=1[C:17]([C:19]1[CH:20]=[C:21]([Br:27])[C:22]([O:26][CH2:29][C:30]([OH:32])=[O:31])=[C:23]([Br:25])[CH:24]=1)=[O:18])[C:2]1[CH:3]=[CH:4][CH:5]=[CH:6][CH:7]=1. Given the reactants [CH2:1]([C:8]1[S:12][C:11]2[CH:13]=[CH:14][CH:15]=[CH:16][C:10]=2[C:9]=1[C:17]([C:19]1[CH:24]=[C:23]([Br:25])[C:22]([OH:26])=[C:21]([Br:27])[CH:20]=1)=[O:18])[C:2]1[CH:7]=[CH:6][CH:5]=[CH:4][CH:3]=1.Br[CH2:29][C:30]([O:32]C)=[O:31], predict the reaction product. (4) The product is: [CH:34]([OH:36])=[O:40].[CH3:22][C:16]1[CH:17]=[CH:18][CH:19]=[C:20]([CH3:21])[C:15]=1[CH2:14][NH:13][C:4]1[C:5]2[N:6]([C:8]([CH3:12])=[C:9]([CH3:11])[N:10]=2)[CH:7]=[C:2]([C:28]2[CH:27]=[CH:26][CH:25]=[C:24]([CH3:23])[CH:29]=2)[CH:3]=1. Given the reactants Br[C:2]1[CH:3]=[C:4]([NH:13][CH2:14][C:15]2[C:20]([CH3:21])=[CH:19][CH:18]=[CH:17][C:16]=2[CH3:22])[C:5]2[N:6]([C:8]([CH3:12])=[C:9]([CH3:11])[N:10]=2)[CH:7]=1.[CH3:23][C:24]1[CH:25]=[C:26](B(O)O)[CH:27]=[CH:28][CH:29]=1.C[C:34](C)([O-:36])C.[K+].C[O:40]CCOC, predict the reaction product. (5) The product is: [CH3:25][C@:12]([C:19]1[CH:20]=[CH:21][CH:22]=[CH:23][CH:24]=1)([CH2:13][CH2:14][C:15]([CH3:16])([CH3:17])[CH3:18])[C:11]([OH:26])=[O:28]. Given the reactants OC[C@@H](N[C:11](=[O:26])[C@@:12]([CH3:25])([C:19]1[CH:24]=[CH:23][CH:22]=[CH:21][CH:20]=1)[CH2:13][CH2:14][C:15]([CH3:18])([CH3:17])[CH3:16])C1C=CC=CC=1.S(=O)(=O)(O)[OH:28], predict the reaction product. (6) Given the reactants [NH2:1][CH2:2][CH2:3][NH:4][C:5]1[N:10]=[CH:9][C:8]([N:11]([CH3:31])[C:12](=[O:30])[C:13]([C:16]2[CH:21]=[C:20]([C:22]([F:25])([F:24])[F:23])[CH:19]=[C:18]([C:26]([F:29])([F:28])[F:27])[CH:17]=2)([CH3:15])[CH3:14])=[C:7]([C:32]2[CH:37]=[CH:36][C:35]([F:38])=[CH:34][C:33]=2[CH3:39])[CH:6]=1.[CH2:40]=O.S([O-])([O-])(=O)=O.[Mg+2].C(N(CC)C(C)C)(C)C.[CH3:57][S:58](Cl)(=[O:60])=[O:59], predict the reaction product. The product is: [F:23][C:22]([F:24])([F:25])[C:20]1[CH:21]=[C:16]([C:13]([CH3:15])([CH3:14])[C:12]([N:11]([C:8]2[CH:9]=[N:10][C:5]([N:4]3[CH2:3][CH2:2][N:1]([S:58]([CH3:57])(=[O:60])=[O:59])[CH2:40]3)=[CH:6][C:7]=2[C:32]2[CH:37]=[CH:36][C:35]([F:38])=[CH:34][C:33]=2[CH3:39])[CH3:31])=[O:30])[CH:17]=[C:18]([C:26]([F:27])([F:28])[F:29])[CH:19]=1. (7) Given the reactants [O:1]=[C:2]1[CH2:10][C:9]2[C:4](=[CH:5][C:6]([S:11][C:12]3[CH:20]=[CH:19][CH:18]=[CH:17][C:13]=3[C:14](O)=O)=[CH:7][CH:8]=2)[NH:3]1.C[N:22]([C:24]([O:28]N1N=NC2C=CC=NC1=2)=[N+](C)C)C.F[P-](F)(F)(F)(F)F.CN.C1COCC1, predict the reaction product. The product is: [CH3:14][C:13]1[C:12]([S:11][C:6]2[CH:5]=[C:4]3[C:9]([CH2:10][C:2](=[O:1])[NH:3]3)=[CH:8][CH:7]=2)=[CH:20][CH:19]=[CH:18][C:17]=1[C:24]([NH2:22])=[O:28].